From a dataset of Reaction yield outcomes from USPTO patents with 853,638 reactions. Predict the reaction yield, written as a fraction of the theoretical maximum amount of product (1.0 means a 100% yield; for example, 0.34 means a 34% yield). (1) The reactants are Br[C:2]1[CH:3]=[C:4]([N:22]([CH3:29])[CH:23]2[CH2:28][CH2:27][O:26][CH2:25][CH2:24]2)[C:5]([CH3:21])=[C:6]([CH:20]=1)[C:7]([NH:9][CH2:10][C:11]1[C:12](=[O:19])[NH:13][C:14]([CH3:18])=[CH:15][C:16]=1[CH3:17])=[O:8].[CH:30]([C:32]1[N:37]=[CH:36][C:35](B(O)O)=[CH:34][CH:33]=1)=[O:31].C([O-])([O-])=O.[Na+].[Na+]. The catalyst is O1CCOCC1.O.O.C1C=CC([P]([Pd]([P](C2C=CC=CC=2)(C2C=CC=CC=2)C2C=CC=CC=2)([P](C2C=CC=CC=2)(C2C=CC=CC=2)C2C=CC=CC=2)[P](C2C=CC=CC=2)(C2C=CC=CC=2)C2C=CC=CC=2)(C2C=CC=CC=2)C2C=CC=CC=2)=CC=1. The product is [CH3:17][C:16]1[CH:15]=[C:14]([CH3:18])[NH:13][C:12](=[O:19])[C:11]=1[CH2:10][NH:9][C:7](=[O:8])[C:6]1[CH:20]=[C:2]([C:35]2[CH:36]=[N:37][C:32]([CH:30]=[O:31])=[CH:33][CH:34]=2)[CH:3]=[C:4]([N:22]([CH3:29])[CH:23]2[CH2:28][CH2:27][O:26][CH2:25][CH2:24]2)[C:5]=1[CH3:21]. The yield is 0.660. (2) The yield is 1.00. The reactants are C[O:2][C:3](=[O:32])[CH2:4][CH2:5][CH2:6][CH2:7]/[CH:8]=[C:9](\[CH2:20][O:21][C:22]1[C:31]2[C:26](=[CH:27][CH:28]=[CH:29][CH:30]=2)[CH:25]=[CH:24][CH:23]=1)/[CH2:10][NH:11][CH2:12][CH2:13][N:14]1[CH2:19][CH2:18][O:17][CH2:16][CH2:15]1.O.[OH-].[Li+]. The catalyst is O1CCCC1.O. The product is [O:17]1[CH2:18][CH2:19][N:14]([CH2:13][CH2:12][NH:11][CH2:10]/[C:9](/[CH2:20][O:21][C:22]2[C:31]3[C:26](=[CH:27][CH:28]=[CH:29][CH:30]=3)[CH:25]=[CH:24][CH:23]=2)=[CH:8]/[CH2:7][CH2:6][CH2:5][CH2:4][C:3]([OH:32])=[O:2])[CH2:15][CH2:16]1. (3) The reactants are C(=O)([O-])[O-].[Cs+].[Cs+].[CH3:7][O:8][C:9](=[O:28])[C:10]([N:16]1[CH2:18][CH:17]1[C:19]1[CH:27]=[CH:26][C:22]2[O:23][CH2:24][O:25][C:21]=2[CH:20]=1)=[CH:11][C:12]([O:14][CH3:15])=[O:13]. The catalyst is O1CCOCC1. The product is [CH3:7][O:8][C:9]([C:10]1[NH:16][CH:18]=[C:17]([C:19]2[CH:27]=[CH:26][C:22]3[O:23][CH2:24][O:25][C:21]=3[CH:20]=2)[C:11]=1[C:12]([O:14][CH3:15])=[O:13])=[O:28]. The yield is 0.920. (4) The reactants are Cl[C:2]1[C:7]([CH2:8][C:9]([O:11][CH2:12]C)=[O:10])=[CH:6][N:5]=[CH:4][N:3]=1.[Na].[CH3:15][OH:16]. No catalyst specified. The product is [CH3:12][O:11][C:9](=[O:10])[CH2:8][C:7]1[C:2]([O:16][CH3:15])=[N:3][CH:4]=[N:5][CH:6]=1. The yield is 0.930. (5) The reactants are FC(F)(F)[C:3]1[CH:4]=[C:5](NC(=O)N[C:3]2[CH:8]=[CH:7][C:6](C3SC(CCC(O)=O)=NC=3)=[CH:5][CH:4]=2)[CH:6]=[CH:7][CH:8]=1.F[C:32]1(F)[CH2:37][CH2:36][N:35]([C:38]([NH:40][C:41]2[CH:46]=[CH:45][C:44]([C:47]3[S:51][C:50]([CH2:52][CH2:53][C:54]([CH3:60])([CH3:59])[C:55]([O:57]C)=[O:56])=[N:49][CH:48]=3)=[CH:43][CH:42]=2)=[O:39])[CH2:34][CH2:33]1. No catalyst specified. The product is [CH3:59][C:54]([CH3:60])([CH2:53][CH2:52][C:50]1[S:51][C:47]([C:44]2[CH:45]=[CH:46][C:41]([NH:40][C:38]([N:35]3[CH2:34][CH2:33][CH:32]([C:3]4[CH:4]=[CH:5][CH:6]=[CH:7][CH:8]=4)[CH2:37][CH2:36]3)=[O:39])=[CH:42][CH:43]=2)=[CH:48][N:49]=1)[C:55]([OH:57])=[O:56]. The yield is 0.930. (6) The reactants are [CH3:1][O:2][C:3]([CH2:5]P(OC)(OC)=O)=[O:4].[H-].[Na+].[CH2:14]([C:16]1[CH:26]=[C:25]([C:27]([F:30])([F:29])[F:28])[C:19]([C:20]([O:22][CH2:23][CH3:24])=[O:21])=[C:18]([CH:31]=O)[CH:17]=1)[CH3:15]. The catalyst is C1COCC1.O. The product is [CH2:14]([C:16]1[CH:26]=[C:25]([C:27]([F:28])([F:29])[F:30])[C:19]([C:20]([O:22][CH2:23][CH3:24])=[O:21])=[C:18](/[CH:31]=[CH:5]/[C:3]([O:2][CH3:1])=[O:4])[CH:17]=1)[CH3:15]. The yield is 0.960. (7) The reactants are C1C=C(Cl)C=C(C(OO)=[O:9])C=1.[N:12]1([C:18]([O:20][C:21]([CH3:24])([CH3:23])[CH3:22])=[O:19])[CH2:17][CH2:16][CH:15]=[CH:14][CH2:13]1.S([O-])([O-])=O.[Na+].[Na+].C(=O)(O)[O-].[Na+]. The catalyst is C(Cl)Cl. The product is [CH:14]12[O:9][CH:15]1[CH2:16][CH2:17][N:12]([C:18]([O:20][C:21]([CH3:24])([CH3:23])[CH3:22])=[O:19])[CH2:13]2. The yield is 0.990. (8) The reactants are [CH2:1]([NH:3][C:4](=[O:51])[NH:5][C:6]1[N:11]=[CH:10][C:9]([C:12]2[CH:13]=[C:14]3[C:19](=[CH:20][CH:21]=2)[N:18]([CH2:22][C@H:23]2[CH2:27][CH2:26][N:25]([CH2:28][CH2:29][N:30]4[CH2:35][CH2:34][O:33][CH2:32][CH2:31]4)[CH2:24]2)[CH:17]=[C:16]([C:36]([O:38]CC)=[O:37])[C:15]3=[O:41])=[C:8]([C:42]2[S:43][CH:44]=[C:45]([C:47]([F:50])([F:49])[F:48])[N:46]=2)[CH:7]=1)[CH3:2].[OH-].[Na+]. The catalyst is CO.O1CCCC1. The product is [CH2:1]([NH:3][C:4](=[O:51])[NH:5][C:6]1[N:11]=[CH:10][C:9]([C:12]2[CH:13]=[C:14]3[C:19](=[CH:20][CH:21]=2)[N:18]([CH2:22][C@H:23]2[CH2:27][CH2:26][N:25]([CH2:28][CH2:29][N:30]4[CH2:35][CH2:34][O:33][CH2:32][CH2:31]4)[CH2:24]2)[CH:17]=[C:16]([C:36]([OH:38])=[O:37])[C:15]3=[O:41])=[C:8]([C:42]2[S:43][CH:44]=[C:45]([C:47]([F:50])([F:48])[F:49])[N:46]=2)[CH:7]=1)[CH3:2]. The yield is 0.821. (9) The reactants are [O:1]=[C:2]1[C:10]2([C:22]3[C:13](=[CH:14][C:15]4[O:20][CH2:19][CH2:18][O:17][C:16]=4[CH:21]=3)[O:12][CH2:11]2)[C:9]2[C:4](=[CH:5][CH:6]=[CH:7][CH:8]=2)[N:3]1[CH2:23][C:24]([NH:26][NH2:27])=[O:25].[F:28][C:29]([F:40])([F:39])[C:30](O[C:30](=O)[C:29]([F:40])([F:39])[F:28])=O.Cl. The catalyst is N1C=CC=CC=1. The product is [F:28][C:29]([F:40])([F:39])[C:30]1[O:25][C:24]([CH2:23][N:3]2[C:4]3[C:9](=[CH:8][CH:7]=[CH:6][CH:5]=3)[C:10]3([C:22]4[C:13](=[CH:14][C:15]5[O:20][CH2:19][CH2:18][O:17][C:16]=5[CH:21]=4)[O:12][CH2:11]3)[C:2]2=[O:1])=[N:26][N:27]=1. The yield is 0.180. (10) The reactants are [Br:1][C:2]1[CH:29]=[CH:28][C:5]([CH2:6][C@@:7]2([CH3:27])[N:11]3[C:12]([C:15](O)=[O:16])=[CH:13][N:14]=[C:10]3[N:9]([C:18]3[CH:23]=[C:22]([Cl:24])[CH:21]=[C:20]([Cl:25])[CH:19]=3)[C:8]2=[O:26])=[CH:4][CH:3]=1.Cl.[CH2:31]([O:34][C:35]([C:37]1([NH2:40])[CH2:39][CH2:38]1)=[O:36])[CH:32]=[CH2:33].C(N(C(C)C)CC)(C)C.CN(C(ON1N=NC2C=CC=NC1=2)=[N+](C)C)C.F[P-](F)(F)(F)(F)F. The product is [CH2:31]([O:34][C:35]([C:37]1([NH:40][C:15]([C:12]2[N:11]3[C@@:7]([CH2:6][C:5]4[CH:4]=[CH:3][C:2]([Br:1])=[CH:29][CH:28]=4)([CH3:27])[C:8](=[O:26])[N:9]([C:18]4[CH:23]=[C:22]([Cl:24])[CH:21]=[C:20]([Cl:25])[CH:19]=4)[C:10]3=[N:14][CH:13]=2)=[O:16])[CH2:39][CH2:38]1)=[O:36])[CH:32]=[CH2:33]. The yield is 0.930. The catalyst is CN(C=O)C.